Predict the product of the given reaction. From a dataset of Forward reaction prediction with 1.9M reactions from USPTO patents (1976-2016). (1) Given the reactants Cl[C:2]1[CH:3]=[CH:4][N:5]=[C:6]2[C:11]=1[N:10]=[C:9]([O:12][CH3:13])[CH:8]=[CH:7]2.[CH2:14]([NH2:17])[CH2:15][NH2:16], predict the reaction product. The product is: [CH3:13][O:12][C:9]1[N:10]=[C:11]2[C:6](=[CH:7][CH:8]=1)[N:5]=[CH:4][CH:3]=[C:2]2[NH:16][CH2:15][CH2:14][NH2:17]. (2) Given the reactants Cl[C:2]1[C:11]2[C:6](=[N:7][CH:8]=[CH:9][N:10]=2)[N:5]=[C:4]([CH3:12])[N:3]=1.Cl[C:14]1N=[C:18](C)[N:17]=[C:16](N)[C:15]=1N.O1[CH2:28][CH2:27][O:26][CH:25](O)C1O.[CH2:31](O)C, predict the reaction product. The product is: [CH3:25][O:26][C:27]1[CH:14]=[CH:15][C:16]([N:17]([C:2]2[C:11]3[C:6](=[N:7][CH:8]=[CH:9][N:10]=3)[N:5]=[C:4]([CH3:12])[N:3]=2)[CH3:18])=[CH:31][CH:28]=1.